From a dataset of Reaction yield outcomes from USPTO patents with 853,638 reactions. Predict the reaction yield, written as a fraction of the theoretical maximum amount of product (1.0 means a 100% yield; for example, 0.34 means a 34% yield). (1) The product is [F:24][C:16]1[CH:17]=[C:18]2[C:23](=[C:14]([N:11]3[CH2:10][CH2:9][NH:8][CH2:13][CH2:12]3)[CH:15]=1)[O:22][CH2:21][CH2:20][CH2:19]2. The reactants are C([N:8]1[CH2:13][CH2:12][N:11]([C:14]2[CH:15]=[C:16]([F:24])[CH:17]=[C:18]3[C:23]=2[O:22][CH2:21][CH2:20][CH2:19]3)[CH2:10][CH2:9]1)C1C=CC=CC=1.C([O-])=O.[NH4+]. The catalyst is [Pd].C(O)C. The yield is 0.840. (2) The reactants are [CH:1]1([NH:4][C:5](=[O:18])[C:6]([C:16]#[N:17])=[N:7][NH:8][C:9]2[CH:14]=[CH:13][CH:12]=[CH:11][C:10]=2[Br:15])[CH2:3][CH2:2]1.[Cl-].[Al+3].[Cl-].[Cl-].[C@H](O)(C([O-])=O)[C@@H](O)C([O-])=O.[Na+].[K+]. The catalyst is C1(C)C=CC=CC=1.C(OCC)(=O)C. The product is [NH2:17][C:16]1[C:14]2[C:9](=[C:10]([Br:15])[CH:11]=[CH:12][CH:13]=2)[N:8]=[N:7][C:6]=1[C:5]([NH:4][CH:1]1[CH2:3][CH2:2]1)=[O:18]. The yield is 0.520. (3) The reactants are [Cl-].O[NH3+:3].[C:4](=[O:7])([O-])[OH:5].[Na+].CS(C)=O.[Si]([O:20][CH:21]([CH2:59][CH3:60])[CH2:22][O:23][C@H:24]1[CH2:29][CH2:28][C@H:27]([N:30]2[C:35](=[O:36])[C:34]([CH2:37][C:38]3[CH:43]=[CH:42][C:41]([C:44]4[C:45]([C:50]#[N:51])=[CH:46][CH:47]=[CH:48][CH:49]=4)=[CH:40][CH:39]=3)=[C:33]([CH2:52][CH2:53][CH3:54])[N:32]3[N:55]=[C:56]([CH3:58])[N:57]=[C:31]23)[CH2:26][CH2:25]1)(C(C)(C)C)(C)C. The catalyst is O.C(OCC)(=O)C. The product is [OH:20][CH:21]([CH2:59][CH3:60])[CH2:22][O:23][C@H:24]1[CH2:29][CH2:28][C@H:27]([N:30]2[C:35](=[O:36])[C:34]([CH2:37][C:38]3[CH:43]=[CH:42][C:41]([C:44]4[CH:49]=[CH:48][CH:47]=[CH:46][C:45]=4[C:50]4[NH:51][C:4](=[O:7])[O:5][N:3]=4)=[CH:40][CH:39]=3)=[C:33]([CH2:52][CH2:53][CH3:54])[N:32]3[N:55]=[C:56]([CH3:58])[N:57]=[C:31]23)[CH2:26][CH2:25]1. The yield is 0.450. (4) The reactants are [F:1][C:2]1[CH:3]=[C:4]([C@H:10]2[CH2:14][CH2:13][CH2:12][N:11]2[C:15]2[CH:20]=[CH:19][N:18]3[N:21]=[CH:22][C:23]([C:24]([OH:26])=O)=[C:17]3[N:16]=2)[C:5](=[O:9])[N:6]([CH3:8])[CH:7]=1.[CH3:27][C:28]([NH2:31])([CH3:30])[CH3:29]. No catalyst specified. The product is [C:28]([NH:31][C:24]([C:23]1[CH:22]=[N:21][N:18]2[CH:19]=[CH:20][C:15]([N:11]3[CH2:12][CH2:13][CH2:14][C@@H:10]3[C:4]3[C:5](=[O:9])[N:6]([CH3:8])[CH:7]=[C:2]([F:1])[CH:3]=3)=[N:16][C:17]=12)=[O:26])([CH3:30])([CH3:29])[CH3:27]. The yield is 0.750. (5) The product is [F:12][C:13]1[CH:18]=[CH:17][C:16]([CH:19]([OH:23])[C:20]2[N:6]=[C:4]([OH:5])[C:3]3[C:2](=[CH:10][C:9]([CH3:11])=[CH:8][CH:7]=3)[N:1]=2)=[CH:15][CH:14]=1. The catalyst is C1COCC1. The reactants are [NH2:1][C:2]1[CH:10]=[C:9]([CH3:11])[CH:8]=[CH:7][C:3]=1[C:4]([NH2:6])=[O:5].[F:12][C:13]1[CH:18]=[CH:17][C:16]([CH:19]2[O:23]C(=O)O[C:20]2=O)=[CH:15][CH:14]=1.C[O-].[Na+].CO. The yield is 0.910. (6) The reactants are [Br:1][C:2]1[CH:3]=[C:4]([CH:8]=[C:9]([Br:23])[C:10]=1[O:11][C:12]1[CH:17]=[CH:16][C:15]([O:18]C)=[C:14]([CH:20]([CH3:22])[CH3:21])[CH:13]=1)[C:5](O)=[O:6].[C:24]1([CH3:34])[C:25]([S:30]([NH2:33])(=[O:32])=[O:31])=[CH:26][CH:27]=[CH:28][CH:29]=1. No catalyst specified. The product is [Br:1][C:2]1[CH:3]=[C:4]([CH:8]=[C:9]([Br:23])[C:10]=1[O:11][C:12]1[CH:17]=[CH:16][C:15]([OH:18])=[C:14]([CH:20]([CH3:22])[CH3:21])[CH:13]=1)[C:5]([C:26]1[CH:27]=[CH:28][CH:29]=[C:24]([CH3:34])[C:25]=1[S:30]([NH2:33])(=[O:32])=[O:31])=[O:6]. The yield is 0.740. (7) The reactants are [C:1]([C:3]1[CH:4]=[C:5](B(O)O)[CH:6]=[CH:7][CH:8]=1)#[N:2].[NH2:12][C:13]1[N:14]=[C:15]([N:24]2[CH2:29][CH2:28][N:27]([C:30](=[O:40])[CH2:31][O:32][C:33]3[CH:38]=[CH:37][C:36]([Cl:39])=[CH:35][CH:34]=3)[CH2:26][CH2:25]2)[C:16]2[N:22]=[C:21](Cl)[CH:20]=[CH:19][C:17]=2[N:18]=1. No catalyst specified. The product is [NH2:12][C:13]1[N:14]=[C:15]([N:24]2[CH2:29][CH2:28][N:27]([C:30](=[O:40])[CH2:31][O:32][C:33]3[CH:38]=[CH:37][C:36]([Cl:39])=[CH:35][CH:34]=3)[CH2:26][CH2:25]2)[C:16]2[N:22]=[C:21]([C:7]3[CH:6]=[CH:5][CH:4]=[C:3]([C:1]#[N:2])[CH:8]=3)[CH:20]=[CH:19][C:17]=2[N:18]=1. The yield is 0.890. (8) The reactants are [Cl:1][C:2]1[CH:7]=[CH:6][CH:5]=[CH:4][C:3]=1[C:8]1[CH:17]=[C:16]2[C:11]([CH:12]=[C:13]([NH:18][C:19]([CH:21]3[CH2:23][CH2:22]3)=[O:20])[N:14]=[CH:15]2)=[C:10]([C:24]#[CH:25])[N:9]=1. The catalyst is C(O)C.[Pt](=O)=O. The product is [Cl:1][C:2]1[CH:7]=[CH:6][CH:5]=[CH:4][C:3]=1[C:8]1[CH:17]=[C:16]2[C:11]([CH:12]=[C:13]([NH:18][C:19]([CH:21]3[CH2:22][CH2:23]3)=[O:20])[N:14]=[CH:15]2)=[C:10]([CH2:24][CH3:25])[N:9]=1. The yield is 0.500. (9) The reactants are [N+:1]([C:4]1[CH:15]=[CH:14][C:7]([O:8][CH2:9][C:10]([O:12]C)=[O:11])=[CH:6][CH:5]=1)([O-:3])=[O:2]. The catalyst is Cl. The product is [N+:1]([C:4]1[CH:5]=[CH:6][C:7]([O:8][CH2:9][C:10]([OH:12])=[O:11])=[CH:14][CH:15]=1)([O-:3])=[O:2]. The yield is 0.921.